Dataset: Reaction yield outcomes from USPTO patents with 853,638 reactions. Task: Predict the reaction yield, written as a fraction of the theoretical maximum amount of product (1.0 means a 100% yield; for example, 0.34 means a 34% yield). (1) The reactants are CO[C:3](=[O:25])[C:4]1[CH:9]=[CH:8][C:7]([NH:10][CH2:11][C:12]2[C:13]([C:18]3[CH:23]=[CH:22][CH:21]=[C:20]([F:24])[CH:19]=3)=[N:14][O:15][C:16]=2[CH3:17])=[N:6][CH:5]=1.[CH:26]([NH2:29])([CH3:28])[CH3:27]. No catalyst specified. The product is [F:24][C:20]1[CH:19]=[C:18]([C:13]2[C:12]([CH2:11][NH:10][C:7]3[CH:8]=[CH:9][C:4]([C:3]([NH:29][CH:26]([CH3:28])[CH3:27])=[O:25])=[CH:5][N:6]=3)=[C:16]([CH3:17])[O:15][N:14]=2)[CH:23]=[CH:22][CH:21]=1. The yield is 0.330. (2) The reactants are [F:1][C:2]1[CH:7]=[CH:6][C:5]([CH:8]2[N:12]([S:13]([C:16]3[CH:21]=[CH:20][C:19]([CH3:22])=[CH:18][CH:17]=3)(=[O:15])=[O:14])[CH:11]([C:23]#[N:24])[CH2:10][CH2:9]2)=[CH:4][CH:3]=1.C(=O)([O-])[O-].[K+].[K+].Cl.[NH2:32][OH:33]. The catalyst is CCO. The product is [F:1][C:2]1[CH:3]=[CH:4][C:5]([CH:8]2[N:12]([S:13]([C:16]3[CH:17]=[CH:18][C:19]([CH3:22])=[CH:20][CH:21]=3)(=[O:15])=[O:14])[CH:11]([C:23]([NH:32][OH:33])=[NH:24])[CH2:10][CH2:9]2)=[CH:6][CH:7]=1. The yield is 0.380. (3) The reactants are [CH2:1]([O:8][C:9]1[CH:14]=[C:13]([O:15][CH2:16][CH3:17])[C:12](I)=[CH:11][N:10]=1)[C:2]1[CH:7]=[CH:6][CH:5]=[CH:4][CH:3]=1.[CH2:19]([O:26][CH2:27][CH2:28][O:29][C:30]1[CH:35]=[CH:34][C:33]([NH:36][C:37](=[O:55])[CH2:38][C:39]2[CH:44]=[CH:43][C:42](B3OC(C)(C)C(C)(C)O3)=[CH:41][C:40]=2[F:54])=[CH:32][C:31]=1[C:56]([F:59])([F:58])[F:57])[C:20]1[CH:25]=[CH:24][CH:23]=[CH:22][CH:21]=1.C([O-])([O-])=O.[Cs+].[Cs+]. The catalyst is O1CCOCC1.O.C1C=CC(P(C2C=CC=CC=2)[C-]2C=CC=C2)=CC=1.C1C=CC(P(C2C=CC=CC=2)[C-]2C=CC=C2)=CC=1.Cl[Pd]Cl.[Fe+2]. The product is [CH2:1]([O:8][C:9]1[N:10]=[CH:11][C:12]([C:42]2[CH:43]=[CH:44][C:39]([CH2:38][C:37]([NH:36][C:33]3[CH:34]=[CH:35][C:30]([O:29][CH2:28][CH2:27][O:26][CH2:19][C:20]4[CH:21]=[CH:22][CH:23]=[CH:24][CH:25]=4)=[C:31]([C:56]([F:57])([F:59])[F:58])[CH:32]=3)=[O:55])=[C:40]([F:54])[CH:41]=2)=[C:13]([O:15][CH2:16][CH3:17])[CH:14]=1)[C:2]1[CH:7]=[CH:6][CH:5]=[CH:4][CH:3]=1. The yield is 0.241. (4) The reactants are [CH3:1][S-:2].[Na+].Cl[C:5]1[CH:10]=[C:9]([Sn:11]([CH2:20][CH2:21][CH2:22][CH3:23])([CH2:16][CH2:17][CH2:18][CH3:19])[CH2:12][CH2:13][CH2:14][CH3:15])[N:8]=[C:7]([CH3:24])[N:6]=1. The catalyst is O1CCCC1.O. The product is [CH3:24][C:7]1[N:6]=[C:5]([S:2][CH3:1])[CH:10]=[C:9]([Sn:11]([CH2:20][CH2:21][CH2:22][CH3:23])([CH2:16][CH2:17][CH2:18][CH3:19])[CH2:12][CH2:13][CH2:14][CH3:15])[N:8]=1. The yield is 0.300. (5) The reactants are [N-:1]=[N+:2]=[N-:3].[Na+].[F:5][C:6]([F:19])([F:18])[S:7](O[S:7]([C:6]([F:19])([F:18])[F:5])(=[O:9])=[O:8])(=[O:9])=[O:8]. The catalyst is O. The product is [S:7]([N:1]=[N+:2]=[N-:3])([C:6]([F:19])([F:18])[F:5])(=[O:9])=[O:8]. The yield is 1.00. (6) The reactants are [OH:1][C:2]1[CH:7]=[CH:6][CH:5]=[CH:4][C:3]=1[CH2:8][C:9](=[O:11])[CH3:10].N1C=CC=CC=1.[C:18](Cl)(=[O:25])[C:19]1[CH:24]=[CH:23][CH:22]=[CH:21][CH:20]=1. The catalyst is CN(C1C=CN=CC=1)C.C1COCC1. The product is [O:11]=[C:9]([CH3:10])[CH2:8][C:3]1[CH:4]=[CH:5][CH:6]=[CH:7][C:2]=1[O:1][C:18](=[O:25])[C:19]1[CH:24]=[CH:23][CH:22]=[CH:21][CH:20]=1. The yield is 0.710. (7) The reactants are Cl.[Cl:2][C:3]1[CH:4]=[C:5]2[C:9](=[CH:10][CH:11]=1)[NH:8][CH:7]=[C:6]2[CH2:12][CH2:13][NH2:14].CN(C([O:22][N:23]1N=N[C:25]2[CH:26]=[CH:27][CH:28]=N[C:24]1=2)=[N+](C)C)C.F[P-](F)(F)(F)(F)F.C(N(CC)[CH:43]([CH3:45])[CH3:44])(C)C.[C:48](OCC)(=[O:50])C.[CH3:54]N(C=O)C. The catalyst is CCCCCCC. The product is [Cl:2][C:3]1[CH:4]=[C:5]2[C:9](=[CH:10][CH:11]=1)[NH:8][CH:7]=[C:6]2[CH2:12][CH2:13][NH:14][C:48]([C:24]1[CH:25]=[C:26]([CH:27]2[CH2:28][CH2:44][CH2:43][CH2:45][CH2:54]2)[O:22][N:23]=1)=[O:50]. The yield is 0.500. (8) The reactants are [O:1]=[C:2]1[C:10]2([CH2:14][O:13][C:12]3[CH:15]=[C:16]4[C:20](=[CH:21][C:11]2=3)[CH2:19][CH2:18][O:17]4)[C:9]2[C:4](=[CH:5][CH:6]=[CH:7][CH:8]=2)[N:3]1[CH2:22][C:23]1[CH:24]=[C:25]([CH:30]=[CH:31][CH:32]=1)[C:26]([O:28]C)=[O:27].O.[OH-].[Li+]. The catalyst is O1CCCC1.O. The product is [O:1]=[C:2]1[C:10]2([CH2:14][O:13][C:12]3[CH:15]=[C:16]4[C:20](=[CH:21][C:11]2=3)[CH2:19][CH2:18][O:17]4)[C:9]2[C:4](=[CH:5][CH:6]=[CH:7][CH:8]=2)[N:3]1[CH2:22][C:23]1[CH:24]=[C:25]([CH:30]=[CH:31][CH:32]=1)[C:26]([OH:28])=[O:27]. The yield is 0.810.